Dataset: Full USPTO retrosynthesis dataset with 1.9M reactions from patents (1976-2016). Task: Predict the reactants needed to synthesize the given product. (1) Given the product [C:24]([N:5]1[CH2:6][C@@H:1]2[CH2:7][CH:4]1[CH2:3][N:2]2[C:8]1[N:9]([CH3:21])[C:10](=[O:20])[CH:11]=[C:12]([C:14]2[CH:19]=[CH:18][N:17]=[CH:16][N:15]=2)[N:13]=1)(=[O:31])[C:25]1[CH:30]=[CH:29][CH:28]=[CH:27][CH:26]=1, predict the reactants needed to synthesize it. The reactants are: [C@H:1]12[CH2:7][CH:4]([NH:5][CH2:6]1)[CH2:3][N:2]2[C:8]1[N:9]([CH3:21])[C:10](=[O:20])[CH:11]=[C:12]([C:14]2[CH:19]=[CH:18][N:17]=[CH:16][N:15]=2)[N:13]=1.[H-].[Na+].[C:24](Cl)(=[O:31])[C:25]1[CH:30]=[CH:29][CH:28]=[CH:27][CH:26]=1.O. (2) The reactants are: [C:1]([NH:4][C:5]([CH2:16][C:17](=[O:37])[C:18]1[CH:23]=[CH:22][C:21]([O:24][C:25]2[CH:30]=[CH:29][C:28]([C:31]3[N:36]=[CH:35][CH:34]=[CH:33][N:32]=3)=[CH:27][CH:26]=2)=[CH:20][CH:19]=1)([C:11](OCC)=[O:12])[C:6](OCC)=[O:7])(=[O:3])[CH3:2].OP([O-])([O-])=O.[K+].[K+].[BH4-].[Na+].[OH-].[Na+]. Given the product [OH:7][CH2:6][C:5]([NH:4][C:1](=[O:3])[CH3:2])([CH2:11][OH:12])[CH2:16][CH:17]([OH:37])[C:18]1[CH:23]=[CH:22][C:21]([O:24][C:25]2[CH:30]=[CH:29][C:28]([C:31]3[N:32]=[CH:33][CH:34]=[CH:35][N:36]=3)=[CH:27][CH:26]=2)=[CH:20][CH:19]=1, predict the reactants needed to synthesize it. (3) Given the product [CH3:44][C:31]1([NH:30][C:28]([CH:9]2[CH:8]([C:4]3[CH:5]=[CH:6][CH:7]=[C:2]([Cl:1])[C:3]=3[F:45])[C:12]([C:15]3[CH:20]=[CH:19][C:18]([Cl:21])=[CH:17][C:16]=3[F:22])([C:13]#[N:14])[CH:11]([CH2:23][C:24]([CH3:27])([CH3:26])[CH3:25])[NH:10]2)=[O:29])[CH2:36][CH2:35][NH:34][CH2:33][CH2:32]1, predict the reactants needed to synthesize it. The reactants are: [Cl:1][C:2]1[C:3]([F:45])=[C:4]([C@@H:8]2[C@:12]([C:15]3[CH:20]=[CH:19][C:18]([Cl:21])=[CH:17][C:16]=3[F:22])([C:13]#[N:14])[C@H:11]([CH2:23][C:24]([CH3:27])([CH3:26])[CH3:25])[NH:10][C@H:9]2[C:28]([NH:30][C:31]2([CH3:44])[CH2:36][CH2:35][N:34](C(OC(C)(C)C)=O)[CH2:33][CH2:32]2)=[O:29])[CH:5]=[CH:6][CH:7]=1.FC(F)(F)C(O)=O. (4) Given the product [CH2:2]([N:1]1[C:15](=[O:14])[CH:6]2[CH:7]([CH:8]3[O:11][CH:5]2[CH2:10][CH2:9]3)[C:12]1=[O:13])[CH2:3][CH3:4], predict the reactants needed to synthesize it. The reactants are: [NH2:1][CH2:2][CH2:3][CH3:4].[CH:5]12[O:11][CH:8]([CH2:9][CH2:10]1)[CH:7]1[C:12]([O:14][C:15](=O)[CH:6]21)=[O:13].C(N(CC)CC)C. (5) Given the product [N+:16]([O:19][CH:20]([CH3:9])[CH2:21][CH2:22][CH2:23][C:24]([O:8][CH2:7][CH2:6][CH2:5][O:4][N+:1]([O-:3])=[O:2])=[O:25])([O-:18])=[O:17], predict the reactants needed to synthesize it. The reactants are: [N+:1]([O:4][CH2:5][CH2:6][CH2:7][OH:8])([O-:3])=[O:2].[CH2:9](N(CC)CC)C.[N+:16]([O:19][CH2:20][CH2:21][CH2:22][CH2:23][C:24](Cl)=[O:25])([O-:18])=[O:17]. (6) The reactants are: [Cl:1][C:2]1[CH:3]=[C:4]([C@@H:12]([CH2:22][CH:23]2[CH2:27][CH2:26][CH2:25][CH2:24]2)[C:13]([NH:15][C:16]2[CH:20]=[CH:19][N:18]([CH3:21])[N:17]=2)=[O:14])[CH:5]=[CH:6][C:7]=1[S:8]([CH3:11])(=[O:10])=[O:9].[C:28](Cl)(=O)[C:29](Cl)=[O:30].N1C(C)=CC=CC=1C.NC1C=CN(CCCO)N=1. Given the product [Cl:1][C:2]1[CH:3]=[C:4]([C@@H:12]([CH2:22][CH:23]2[CH2:24][CH2:25][CH2:26][CH2:27]2)[C:13]([NH:15][C:16]2[CH:20]=[CH:19][N:18]([CH2:21][CH2:28][CH2:29][OH:30])[N:17]=2)=[O:14])[CH:5]=[CH:6][C:7]=1[S:8]([CH3:11])(=[O:10])=[O:9], predict the reactants needed to synthesize it. (7) Given the product [N:42]1[CH:41]=[C:40]([C:38]([NH:37][C:35]2[C:34]([CH3:49])=[CH:33][C:32]([CH3:50])=[C:31]([C:29]3[N:28]=[C:12]([CH:10]4[CH2:9][N:8]([C:1]([O:3][CH3:4])=[O:2])[CH2:11]4)[O:14][N:30]=3)[CH:36]=2)=[O:39])[N:44]2[CH:45]=[CH:46][CH:47]=[CH:48][C:43]=12, predict the reactants needed to synthesize it. The reactants are: [C:1]([N:8]1[CH2:11][CH:10]([C:12]([OH:14])=O)[CH2:9]1)([O:3][C:4](C)(C)C)=[O:2].C1N=CN(C(N2C=NC=C2)=O)C=1.O[N:28]=[C:29]([C:31]1[C:32]([CH3:50])=[CH:33][C:34]([CH3:49])=[C:35]([NH:37][C:38]([C:40]2[N:44]3[CH:45]=[CH:46][CH:47]=[CH:48][C:43]3=[N:42][CH:41]=2)=[O:39])[CH:36]=1)[NH2:30].ClC(OC)=O. (8) Given the product [F:23][C:19]1([C:16]2[CH:17]=[CH:18][C:13]([CH:8]=[O:9])=[CH:14][CH:15]=2)[CH2:22][CH2:21][CH2:20]1, predict the reactants needed to synthesize it. The reactants are: C1(C2C=CC([CH:8]=[O:9])=CC=2)CC1.Br[C:13]1[CH:18]=[CH:17][C:16]([C:19]2([F:23])[CH2:22][CH2:21][CH2:20]2)=[CH:15][CH:14]=1.[Li]CCCC.CCCCCC.CN(C=O)C. (9) Given the product [CH2:1]([O:8][C:9]([NH:11][C@@H:12]1[C:15](=[O:16])[NH:14][C@@H:13]1[CH2:28][N:29]1[C:33](=[O:34])[CH2:32][N:31]([C:35]([O:37][C:38]([CH3:40])([CH3:39])[CH3:41])=[O:36])[C:30]1=[O:42])=[O:10])[C:2]1[CH:7]=[CH:6][CH:5]=[CH:4][CH:3]=1, predict the reactants needed to synthesize it. The reactants are: [CH2:1]([O:8][C:9]([NH:11][C@@H:12]1[C:15](=[O:16])[N:14](CC2C=CC(OC)=CC=2OC)[C@@H:13]1[CH2:28][N:29]1[C:33](=[O:34])[CH2:32][N:31]([C:35]([O:37][C:38]([CH3:41])([CH3:40])[CH3:39])=[O:36])[C:30]1=[O:42])=[O:10])[C:2]1[CH:7]=[CH:6][CH:5]=[CH:4][CH:3]=1.OP([O-])([O-])=O.[K+].[K+].